This data is from Catalyst prediction with 721,799 reactions and 888 catalyst types from USPTO. The task is: Predict which catalyst facilitates the given reaction. (1) Reactant: CC1C=CC=C2C=1CC(=O)N2.[C:12]([O:19]CC)(=[O:18])[C:13](OCC)=O.[O-]CC.[K+].[N+:26]([C:29]1[CH:34]=[CH:33][CH:32]=[C:31](C)[C:30]=1[CH3:36])([O-:28])=[O:27]. Product: [CH3:36][C:30]1([CH2:13][C:12]([OH:19])=[O:18])[C:29]([N+:26]([O-:28])=[O:27])=[CH:34][CH:33]=[CH:32][CH2:31]1. The catalyst class is: 28. (2) Reactant: [NH2:1][C:2]1[C:13]([Br:14])=[CH:12][C:5]2[C:6]([C:9](O)=[O:10])=[CH:7][O:8][C:4]=2[CH:3]=1.C[CH2:16][N:17]=C=NCCCN(C)C.C1C=CC2N(O)N=NC=2C=1.CCN(CC)CC.CN.Cl. Product: [NH2:1][C:2]1[C:13]([Br:14])=[CH:12][C:5]2[C:6]([C:9]([NH:17][CH3:16])=[O:10])=[CH:7][O:8][C:4]=2[CH:3]=1. The catalyst class is: 3. (3) The catalyst class is: 295. Reactant: [O:1]([CH:8]1[CH2:17][CH2:16][C:11]2(OCC[O:12]2)[CH2:10][CH2:9]1)[C:2]1[CH:7]=[CH:6][CH:5]=[CH:4][CH:3]=1. Product: [O:1]([CH:8]1[CH2:9][CH2:10][C:11](=[O:12])[CH2:16][CH2:17]1)[C:2]1[CH:7]=[CH:6][CH:5]=[CH:4][CH:3]=1. (4) Reactant: FC(F)(F)C(O)=O.[OH:8][C:9]1[CH:36]=[CH:35][C:34]([CH:37]2[CH2:41][CH2:40][O:39][CH2:38]2)=[CH:33][C:10]=1[C:11]([NH:13][C:14]1[CH:26]=[C:25]([C:27]2[CH:32]=[CH:31][CH:30]=[CH:29][CH:28]=2)[CH:24]=[CH:23][C:15]=1[C:16]([O:18]C(C)(C)C)=[O:17])=[O:12]. Product: [OH:8][C:9]1[CH:36]=[CH:35][C:34]([CH:37]2[CH2:41][CH2:40][O:39][CH2:38]2)=[CH:33][C:10]=1[C:11]([NH:13][C:14]1[CH:26]=[C:25]([C:27]2[CH:28]=[CH:29][CH:30]=[CH:31][CH:32]=2)[CH:24]=[CH:23][C:15]=1[C:16]([OH:18])=[O:17])=[O:12]. The catalyst class is: 2.